Dataset: Experimental lipophilicity measurements (octanol/water distribution) for 4,200 compounds from AstraZeneca. Task: Regression/Classification. Given a drug SMILES string, predict its absorption, distribution, metabolism, or excretion properties. Task type varies by dataset: regression for continuous measurements (e.g., permeability, clearance, half-life) or binary classification for categorical outcomes (e.g., BBB penetration, CYP inhibition). For this dataset (lipophilicity_astrazeneca), we predict Y. (1) The molecule is O=C1COc2ccc(CNC3CCN(CCN4C(=O)COc5ccc(F)cc54)CC3)nc2N1. The Y is 0.900 logD. (2) The drug is O=C1C(=O)c2cc(-c3ccccc3F)ccc2-c2ccccc21. The Y is 2.92 logD. (3) The molecule is COc1ccccc1C(=O)NCC12CC3CC(CC(C3)C1)C2. The Y is 4.43 logD. (4) The drug is Cc1ncc(-c2ccnc(Nc3ccc(N4CCN(S(C)(=O)=O)CC4)cc3)n2)n1C(C)C. The Y is 2.57 logD. (5) The molecule is O=C(c1ccc(C(=C2CCN(Cc3cscn3)CC2)c2cccc3cccnc23)cc1)N1CCC(O)CC1. The Y is 1.89 logD. (6) The compound is CNCC[C@@H](Oc1cc(C(F)(F)F)ccc1C#N)c1ccccc1. The Y is 1.30 logD. (7) The drug is COc1cc(-c2nn[nH]n2)ccc1Cn1ccc2ccc(NC(=O)OC3CCCC3)cc21. The Y is 2.70 logD.